This data is from Full USPTO retrosynthesis dataset with 1.9M reactions from patents (1976-2016). The task is: Predict the reactants needed to synthesize the given product. (1) Given the product [C:18]([O:17][C:15]([N:1]1[CH2:2][C@H:3]([C:11]([O:13][CH3:14])=[O:12])[CH2:4][C@@H:5]([C:7]([OH:9])=[O:8])[CH2:6]1)=[O:16])([CH3:21])([CH3:19])[CH3:20], predict the reactants needed to synthesize it. The reactants are: [N:1]1([C:15]([O:17][C:18]([CH3:21])([CH3:20])[CH3:19])=[O:16])[CH2:6][C@H:5]([C:7]([O:9]C)=[O:8])[CH2:4][C@@H:3]([C:11]([O:13][CH3:14])=[O:12])[CH2:2]1.O.[OH-].[Li+]. (2) The reactants are: [OH:1][C@H:2]1[CH2:42][N:5]2[C:6](=[O:41])[C@@H:7]([NH:33][C:34](=[O:40])[O:35][C:36]([CH3:39])([CH3:38])[CH3:37])[C@H:8]([CH3:32])[CH2:9][CH:10]([CH3:31])[CH2:11][CH2:12][CH:13]=[CH:14][C@@H:15]3[CH2:20][C@@:16]3([C:21](=[O:30])[NH:22][S:23]([C:26]3([CH3:29])[CH2:28][CH2:27]3)(=[O:25])=[O:24])[NH:17][C:18](=[O:19])[C@@H:4]2[CH2:3]1.Cl[C:44]1[C:53]2[C:48](=[CH:49][C:50]([O:54][CH3:55])=[CH:51][CH:52]=2)[CH:47]=[C:46]([N:56]([CH3:58])[CH3:57])[N:45]=1.CC(C)([O-])C.[K+]. Given the product [CH3:57][N:56]([CH3:58])[C:46]1[N:45]=[C:44]([O:1][C@H:2]2[CH2:42][N:5]3[C:6](=[O:41])[C@@H:7]([NH:33][C:34](=[O:40])[O:35][C:36]([CH3:39])([CH3:38])[CH3:37])[C@H:8]([CH3:32])[CH2:9][CH:10]([CH3:31])[CH2:11][CH2:12][CH:13]=[CH:14][C@@H:15]4[CH2:20][C@@:16]4([C:21](=[O:30])[NH:22][S:23]([C:26]4([CH3:29])[CH2:28][CH2:27]4)(=[O:24])=[O:25])[NH:17][C:18](=[O:19])[C@@H:4]3[CH2:3]2)[C:53]2[C:48]([CH:47]=1)=[CH:49][C:50]([O:54][CH3:55])=[CH:51][CH:52]=2, predict the reactants needed to synthesize it. (3) Given the product [Br:24][C:25]1[CH:32]=[C:31]([F:33])[C:28]([C@@H:29]2[C:2]3[NH:1][C:9]4[C:4]([C:3]=3[CH2:10][C@@H:11]([CH3:12])[N:13]2[CH2:14][C:15]([F:18])([F:19])[CH2:16][OH:17])=[CH:5][CH:6]=[CH:7][CH:8]=4)=[C:27]([F:34])[CH:26]=1, predict the reactants needed to synthesize it. The reactants are: [NH:1]1[C:9]2[C:4](=[CH:5][CH:6]=[CH:7][CH:8]=2)[C:3]([CH2:10][C@H:11]([NH:13][CH2:14][C:15]([F:19])([F:18])[CH2:16][OH:17])[CH3:12])=[CH:2]1.C(O)(=O)C.[Br:24][C:25]1[CH:32]=[C:31]([F:33])[C:28]([CH:29]=O)=[C:27]([F:34])[CH:26]=1. (4) Given the product [NH2:1][C:2]1[N:7]=[C:6]([N:8]2[C:16]3[C:11](=[CH:12][CH:13]=[C:14]([C:17]#[CH:18])[CH:15]=3)[C:10]([C:23]([N:25]([CH3:27])[CH3:26])=[O:24])=[N:9]2)[CH:5]=[CH:4][N:3]=1, predict the reactants needed to synthesize it. The reactants are: [NH2:1][C:2]1[N:7]=[C:6]([N:8]2[C:16]3[C:11](=[CH:12][CH:13]=[C:14]([C:17]#[C:18][Si](C)(C)C)[CH:15]=3)[C:10]([C:23]([N:25]([CH3:27])[CH3:26])=[O:24])=[N:9]2)[CH:5]=[CH:4][N:3]=1.C([O-])([O-])=O.[K+].[K+]. (5) Given the product [NH2:1][C@H:2]([C:12]([NH:14][C:15]1[CH:24]=[C:23]2[C:18]([C:19]([CH3:26])=[CH:20][C:21](=[O:25])[O:22]2)=[CH:17][CH:16]=1)=[O:13])[CH2:3][CH2:4][C:5](=[O:11])[O:6][C:7]([CH3:10])([CH3:8])[CH3:9], predict the reactants needed to synthesize it. The reactants are: [NH:1](C(OCC1C2C(=CC=CC=2)C2C1=CC=CC=2)=O)[C@H:2]([C:12]([NH:14][C:15]1[CH:24]=[C:23]2[C:18]([C:19]([CH3:26])=[CH:20][C:21](=[O:25])[O:22]2)=[CH:17][CH:16]=1)=[O:13])[CH2:3][CH2:4][C:5](=[O:11])[O:6][C:7]([CH3:10])([CH3:9])[CH3:8].C(S)CCCCCCC.C1CCN2C(=NCCC2)CC1. (6) The reactants are: [CH:1]([C:4]1[CH:10]=[CH:9][CH:8]=[C:7]([CH:11]([CH3:13])[CH3:12])[C:5]=1[NH2:6])([CH3:3])[CH3:2].CS(C)=O.[BrH:18].[OH-].[Na+]. Given the product [Br:18][C:9]1[CH:10]=[C:4]([CH:1]([CH3:3])[CH3:2])[C:5]([NH2:6])=[C:7]([CH:11]([CH3:13])[CH3:12])[CH:8]=1, predict the reactants needed to synthesize it. (7) Given the product [C:15]([O:19][C:20]([N:22]1[C@@H:27]([C@@H:28]([OH:40])[C@@H:29]([NH:39][C:8](=[O:10])[CH3:9])[CH2:30][C:31]2[CH:32]=[C:33]([F:38])[CH:34]=[C:35]([F:37])[CH:36]=2)[CH2:26][O:25][C@@H:24]([CH2:41][OH:42])[CH2:23]1)=[O:21])([CH3:17])([CH3:18])[CH3:16], predict the reactants needed to synthesize it. The reactants are: C(N(CC)CC)C.[C:8](OC(=O)C)(=[O:10])[CH3:9].[C:15]([O:19][C:20]([N:22]1[C@@H:27]([C@@H:28]([OH:40])[C@@H:29]([NH2:39])[CH2:30][C:31]2[CH:36]=[C:35]([F:37])[CH:34]=[C:33]([F:38])[CH:32]=2)[CH2:26][O:25][C@@H:24]([CH2:41][OH:42])[CH2:23]1)=[O:21])([CH3:18])([CH3:17])[CH3:16].